Dataset: Forward reaction prediction with 1.9M reactions from USPTO patents (1976-2016). Task: Predict the product of the given reaction. (1) Given the reactants [CH3:1][N:2]([CH3:24])[C:3]1[C:12]2[C:7](=[CH:8][CH:9]=[CH:10][CH:11]=2)[C:6]([C:13]2[O:14][C:15](=[O:23])[C:16]3[N:22]=[CH:21][CH:20]=[CH:19][C:17]=3[N:18]=2)=[CH:5][CH:4]=1.[CH2:25]([CH:27]([CH2:30][CH3:31])[CH2:28][NH2:29])[CH3:26], predict the reaction product. The product is: [CH3:1][N:2]([CH3:24])[C:3]1[C:12]2[C:7](=[CH:8][CH:9]=[CH:10][CH:11]=2)[C:6]([C:13]([NH:18][C:17]2[C:16]([C:15]([NH:29][CH2:28][CH:27]([CH2:30][CH3:31])[CH2:25][CH3:26])=[O:23])=[N:22][CH:21]=[CH:20][CH:19]=2)=[O:14])=[CH:5][CH:4]=1. (2) Given the reactants [N+:1]([CH:4]1[CH2:13][C:12]2C(=CC=CC=2)O[C:5]1=O)([O-])=O.[CH]Cl.[CH3:17][C:18]([O:20][C:21]([CH3:23])=O)=O.[CH3:24][CH2:25][OH:26].[CH3:27][CH2:27][O:26][C:25]([CH3:24])=O, predict the reaction product. The product is: [O:20]1[C:21]2[C:23](=[CH:5][C:4]([NH:1][C:25](=[O:26])[CH3:24])=[CH:13][CH:12]=2)[CH2:27][CH2:17][CH2:18]1. (3) Given the reactants [Li+].[OH-].[F:3][C:4]1[C:5]([NH:20][CH:21]([C:28]2([CH3:34])[CH2:33][CH2:32][CH2:31][CH2:30][CH2:29]2)[CH2:22][C:23]([O:25]CC)=[O:24])=[N:6][C:7]([C:10]2[C:18]3[C:13](=[N:14][CH:15]=[C:16]([F:19])[CH:17]=3)[NH:12][CH:11]=2)=[N:8][CH:9]=1, predict the reaction product. The product is: [F:3][C:4]1[C:5]([NH:20][CH:21]([C:28]2([CH3:34])[CH2:33][CH2:32][CH2:31][CH2:30][CH2:29]2)[CH2:22][C:23]([OH:25])=[O:24])=[N:6][C:7]([C:10]2[C:18]3[C:13](=[N:14][CH:15]=[C:16]([F:19])[CH:17]=3)[NH:12][CH:11]=2)=[N:8][CH:9]=1. (4) The product is: [CH3:1][S:2]([C:5]1[CH:6]=[CH:7][C:8]([C:11]2[CH2:20][CH2:19][C:18]3[CH:17]=[C:16]([OH:21])[CH:15]=[CH:14][C:13]=3[C:12]=2[O:23][C:24]2[CH:38]=[CH:37][C:27]([O:28][CH2:29][CH2:30][N:31]3[CH2:36][CH2:35][CH2:34][CH2:33][CH2:32]3)=[CH:26][CH:25]=2)=[CH:9][CH:10]=1)(=[O:4])=[O:3]. Given the reactants [CH3:1][S:2]([C:5]1[CH:10]=[CH:9][C:8]([C:11]2[CH2:20][CH2:19][C:18]3[C:13](=[CH:14][CH:15]=[C:16]([O:21]C)[CH:17]=3)[C:12]=2[O:23][C:24]2[CH:38]=[CH:37][C:27]([O:28][CH2:29][CH2:30][N:31]3[CH2:36][CH2:35][CH2:34][CH2:33][CH2:32]3)=[CH:26][CH:25]=2)=[CH:7][CH:6]=1)(=[O:4])=[O:3].C([S-])C.[Na+], predict the reaction product. (5) Given the reactants [NH2:1][C:2]1[N:7]=[C:6](S(C)=O)[C:5]([C:11]2[CH:12]=[CH:13][C:14](=[O:20])[N:15]([CH:17]([CH3:19])[CH3:18])[N:16]=2)=[C:4]([C:21]2[CH:26]=[CH:25][CH:24]=[CH:23][CH:22]=2)[N:3]=1.[OH:27][CH2:28][CH2:29][N:30]1[C:38](=[O:39])[C:37]2[C:32](=[CH:33][CH:34]=[CH:35][CH:36]=2)[C:31]1=[O:40], predict the reaction product. The product is: [NH2:1][C:2]1[N:7]=[C:6]([O:27][CH2:28][CH2:29][N:30]2[C:31](=[O:40])[C:32]3[C:37](=[CH:36][CH:35]=[CH:34][CH:33]=3)[C:38]2=[O:39])[C:5]([C:11]2[CH:12]=[CH:13][C:14](=[O:20])[N:15]([CH:17]([CH3:19])[CH3:18])[N:16]=2)=[C:4]([C:21]2[CH:26]=[CH:25][CH:24]=[CH:23][CH:22]=2)[N:3]=1.